From a dataset of Forward reaction prediction with 1.9M reactions from USPTO patents (1976-2016). Predict the product of the given reaction. (1) Given the reactants Cl[C:2]1[C:11]2[C:6](=[CH:7][C:8]([O:12][CH3:13])=[CH:9][CH:10]=2)[C:5]([C:14]2[CH:19]=[CH:18][CH:17]=[CH:16][CH:15]=2)=[C:4]([C:20]#[N:21])[N:3]=1.CO.[H][H], predict the reaction product. The product is: [CH3:13][O:12][C:8]1[CH:7]=[C:6]2[C:11](=[CH:10][CH:9]=1)[CH:2]=[N:3][C:4]([C:20]#[N:21])=[C:5]2[C:14]1[CH:19]=[CH:18][CH:17]=[CH:16][CH:15]=1. (2) Given the reactants N.[OH:2][C@H:3]([C:38]1[C:46]2[S:45][C:44](=[O:47])[NH:43][C:42]=2[C:41]([OH:48])=[CH:40][CH:39]=1)[CH2:4][N:5]([CH2:13][CH2:14][C:15]1[CH:19]=[C:18]([CH2:20][N:21]2[CH2:37][CH2:36][C:24]3([O:29][CH2:28][CH2:27][N:26](C(=O)C(F)(F)F)[CH2:25]3)[CH2:23][CH2:22]2)[S:17][CH:16]=1)[C:6](=[O:12])[O:7][C:8]([CH3:11])([CH3:10])[CH3:9], predict the reaction product. The product is: [O:29]1[C:24]2([CH2:23][CH2:22][N:21]([CH2:20][C:18]3[S:17][CH:16]=[C:15]([CH2:14][CH2:13][N:5]([CH2:4][C@H:3]([OH:2])[C:38]4[C:46]5[S:45][C:44](=[O:47])[NH:43][C:42]=5[C:41]([OH:48])=[CH:40][CH:39]=4)[C:6](=[O:12])[O:7][C:8]([CH3:11])([CH3:10])[CH3:9])[CH:19]=3)[CH2:37][CH2:36]2)[CH2:25][NH:26][CH2:27][CH2:28]1. (3) Given the reactants [F:1][C:2]([F:15])([F:14])[C:3]1[CH:4]=[C:5]([CH2:9][CH2:10][C:11]([OH:13])=O)[CH:6]=[CH:7][CH:8]=1.C(Cl)(=O)C(Cl)=O.[NH:22]1[C:30]2[C:25](=[CH:26][C:27]([C:31]([NH:33][NH2:34])=[O:32])=[CH:28][CH:29]=2)[CH:24]=[N:23]1.C(=O)([O-])O.[Na+], predict the reaction product. The product is: [F:14][C:2]([F:1])([F:15])[C:3]1[CH:4]=[C:5]([CH2:9][CH2:10][C:11]([NH:34][NH:33][C:31]([C:27]2[CH:26]=[C:25]3[C:30](=[CH:29][CH:28]=2)[NH:22][N:23]=[CH:24]3)=[O:32])=[O:13])[CH:6]=[CH:7][CH:8]=1. (4) Given the reactants [Br:1][C:2]1[CH:7]=[CH:6][C:5]([SH:8])=[CH:4][CH:3]=1.C(=O)([O-])[O-].[K+].[K+].Cl[C:16]([CH2:18]Cl)=[CH2:17], predict the reaction product. The product is: [Br:1][C:2]1[CH:7]=[CH:6][C:5]2[S:8][C:16]([CH3:18])=[CH:17][C:4]=2[CH:3]=1. (5) Given the reactants Cl[C:2]1[N:7]=[C:6]([N:8]2[C:12]([C:13]([F:16])([F:15])[F:14])=[C:11]([C:17]([O:19][CH2:20][CH3:21])=[O:18])[CH:10]=[N:9]2)[CH:5]=[CH:4][CH:3]=1.[Cl:22][C:23]1[C:24]([CH:32]=[O:33])=[C:25](B(O)O)[CH:26]=[CH:27][CH:28]=1.C(=O)([O-])[O-].[Na+].[Na+], predict the reaction product. The product is: [Cl:22][C:23]1[C:24]([CH:32]=[O:33])=[C:25]([C:2]2[N:7]=[C:6]([N:8]3[C:12]([C:13]([F:14])([F:15])[F:16])=[C:11]([C:17]([O:19][CH2:20][CH3:21])=[O:18])[CH:10]=[N:9]3)[CH:5]=[CH:4][CH:3]=2)[CH:26]=[CH:27][CH:28]=1. (6) Given the reactants [CH2:1]([O:3][C:4](=[O:17])[C:5]1[CH:10]=[CH:9][C:8]([O:11][CH2:12][CH3:13])=[C:7]([O:14][CH2:15][CH3:16])[CH:6]=1)[CH3:2].[N+:18]([O-])([OH:20])=[O:19].O, predict the reaction product. The product is: [CH2:1]([O:3][C:4](=[O:17])[C:5]1[CH:6]=[C:7]([O:14][CH2:15][CH3:16])[C:8]([O:11][CH2:12][CH3:13])=[CH:9][C:10]=1[N+:18]([O-:20])=[O:19])[CH3:2].